From a dataset of Forward reaction prediction with 1.9M reactions from USPTO patents (1976-2016). Predict the product of the given reaction. (1) Given the reactants O[O:2][S:3]([O-:5])=O.[K+].[CH:7]([N:10]1[N:19]=[C:18]([NH:20][C:21]2[CH:25]=[C:24]([CH3:26])[NH:23][N:22]=2)[C:17]2[C:12](=[CH:13][C:14]([S:27][CH2:28][CH2:29]SC)=[CH:15][CH:16]=2)[C:11]1=[O:32])([CH3:9])[CH3:8].O1CCOC[CH2:34]1.[OH2:39].[OH2:40], predict the reaction product. The product is: [CH:7]([N:10]1[N:19]=[C:18]([NH:20][C:21]2[CH:25]=[C:24]([CH3:26])[NH:23][N:22]=2)[C:17]2[C:12](=[CH:13][C:14]([S:27]([CH2:28][CH2:29][S:3]([CH3:34])(=[O:5])=[O:2])(=[O:40])=[O:39])=[CH:15][CH:16]=2)[C:11]1=[O:32])([CH3:9])[CH3:8]. (2) Given the reactants [OH:1][CH2:2][C@@H:3]1[CH2:8][NH:7][C:6](=[O:9])[CH2:5][O:4]1.[H-].[Na+].Cl[C:13]1[C:22]2[C:17](=[N:18][CH:19]=[CH:20][N:21]=2)[CH:16]=[C:15]([Cl:23])[N:14]=1, predict the reaction product. The product is: [Cl:23][C:15]1[N:14]=[C:13]([O:1][CH2:2][C@@H:3]2[CH2:8][NH:7][C:6](=[O:9])[CH2:5][O:4]2)[C:22]2[C:17](=[N:18][CH:19]=[CH:20][N:21]=2)[CH:16]=1. (3) Given the reactants Cl[C:2]1[CH:7]=[C:6]([C:8]2[CH:13]=[CH:12][C:11]([S:14][C:15]3[CH:20]=[CH:19][CH:18]=[CH:17][C:16]=3[O:21][CH3:22])=[C:10]([C:23]([F:26])([F:25])[F:24])[CH:9]=2)[CH:5]=[CH:4][N:3]=1.OC1CCNC1.[OH:33][C@H:34]1[CH2:38][NH:37][C@@H:36]([C:39]([OH:41])=[O:40])[CH2:35]1, predict the reaction product. The product is: [OH:33][CH:34]1[CH2:38][N:37]([C:2]2[CH:7]=[C:6]([C:8]3[CH:13]=[CH:12][C:11]([S:14][C:15]4[CH:20]=[CH:19][CH:18]=[CH:17][C:16]=4[O:21][CH3:22])=[C:10]([C:23]([F:25])([F:24])[F:26])[CH:9]=3)[CH:5]=[CH:4][N:3]=2)[CH:36]([C:39]([OH:41])=[O:40])[CH2:35]1. (4) Given the reactants [Cl:1][C:2]1[CH:7]=[CH:6][CH:5]=[CH:4][C:3]=1[OH:8].[H-].[Na+].Br.Br[C:13]1[S:17][C:16]([NH2:18])=[N:15][CH:14]=1.CCOCC, predict the reaction product. The product is: [Cl:1][C:2]1[CH:7]=[CH:6][CH:5]=[CH:4][C:3]=1[O:8][C:13]1[S:17][C:16]([NH2:18])=[N:15][CH:14]=1. (5) Given the reactants C[O:2][C:3]1[CH:4]=[C:5]2[C:9](=[CH:10][C:11]=1[O:12]C)[C:8](=[O:14])[CH2:7][CH2:6]2.B(Br)(Br)Br, predict the reaction product. The product is: [OH:2][C:3]1[CH:4]=[C:5]2[C:9](=[CH:10][C:11]=1[OH:12])[C:8](=[O:14])[CH2:7][CH2:6]2. (6) Given the reactants Br[CH2:2][C:3]1[S:4][C:5](=[S:10])[S:6][C:7]=1[CH2:8]Br.[C:11]1(=[O:18])[CH:16]=[CH:15][C:14](=[O:17])[CH:13]=[CH:12]1.ClC1C(=O)C(C#N)=C(C#N)C(=O)C=1Cl, predict the reaction product. The product is: [S:10]=[C:5]1[S:4][C:3]2[CH:2]=[C:12]3[C:13](=[CH:8][C:7]=2[S:6]1)[C:14](=[O:17])[CH:15]=[CH:16][C:11]3=[O:18].